Predict the product of the given reaction. From a dataset of Forward reaction prediction with 1.9M reactions from USPTO patents (1976-2016). (1) Given the reactants [F:1][C:2]1[CH:7]=[CH:6][C:5]([F:8])=[CH:4][C:3]=1[C:9]1[CH2:17][N:12]2C(=O)[O:14][CH2:15][C:11]2([C:18]2[CH:23]=[CH:22][CH:21]=[CH:20][CH:19]=2)[CH:10]=1.[OH-].[Na+].Cl.N1C=CN=C1.[CH3:32][C:33]([Si:36](Cl)([CH3:38])[CH3:37])([CH3:35])[CH3:34].N#N, predict the reaction product. The product is: [Si:36]([O:14][CH2:15][C:11]1([C:18]2[CH:23]=[CH:22][CH:21]=[CH:20][CH:19]=2)[CH:10]=[C:9]([C:3]2[CH:4]=[C:5]([F:8])[CH:6]=[CH:7][C:2]=2[F:1])[CH2:17][NH:12]1)([C:33]([CH3:35])([CH3:34])[CH3:32])([CH3:38])[CH3:37]. (2) Given the reactants [OH:1][CH2:2][C:3]1[CH:11]=[C:10]2[C:6]([CH:7]=[CH:8][N:9]2[C:12]([O:14][C:15]([CH3:18])([CH3:17])[CH3:16])=[O:13])=[CH:5][CH:4]=1.I(C1C=CC=CC=1C(O)=O)(=O)=O.O, predict the reaction product. The product is: [CH:2]([C:3]1[CH:11]=[C:10]2[C:6]([CH:7]=[CH:8][N:9]2[C:12]([O:14][C:15]([CH3:18])([CH3:17])[CH3:16])=[O:13])=[CH:5][CH:4]=1)=[O:1]. (3) Given the reactants [CH3:1][O:2][C:3](=[O:34])[C:4]1[CH:9]=[CH:8][C:7](O)=[C:6]([NH:11][C:12](=[O:33])[C:13]([C:18]2[CH:23]=[CH:22][C:21]([O:24][CH2:25][C:26]3[CH:31]=[CH:30][CH:29]=[CH:28][CH:27]=3)=[C:20]([CH3:32])[CH:19]=2)([CH2:16][CH3:17])[CH2:14][CH3:15])[CH:5]=1.S(O)(C1C=CC(C)=CC=1)(=O)=O.O, predict the reaction product. The product is: [CH3:1][O:2][C:3]([C:4]1[CH:9]=[CH:8][C:7]2[O:33][C:12]([C:13]([C:18]3[CH:23]=[CH:22][C:21]([O:24][CH2:25][C:26]4[CH:31]=[CH:30][CH:29]=[CH:28][CH:27]=4)=[C:20]([CH3:32])[CH:19]=3)([CH2:16][CH3:17])[CH2:14][CH3:15])=[N:11][C:6]=2[CH:5]=1)=[O:34]. (4) Given the reactants [C:1]([C:3]1[CH:4]=[C:5](/[CH:10]=[CH:11]/[C:12]2([OH:18])[CH2:17][CH2:16][NH:15][CH2:14][CH2:13]2)[CH:6]=[CH:7][C:8]=1[F:9])#[N:2].[N:19]1([C:24]2[CH:29]=[CH:28][C:27]([CH2:30][C:31](O)=[O:32])=[CH:26][CH:25]=2)[CH:23]=[N:22][N:21]=[N:20]1, predict the reaction product. The product is: [F:9][C:8]1[CH:7]=[CH:6][C:5](/[CH:10]=[CH:11]/[C:12]2([OH:18])[CH2:17][CH2:16][N:15]([C:31](=[O:32])[CH2:30][C:27]3[CH:26]=[CH:25][C:24]([N:19]4[CH:23]=[N:22][N:21]=[N:20]4)=[CH:29][CH:28]=3)[CH2:14][CH2:13]2)=[CH:4][C:3]=1[C:1]#[N:2]. (5) Given the reactants [OH:1][C@@H:2]1[CH2:19][CH2:18][C@@:17]2([CH2:20][O:21][CH3:22])[C@@H:4]([CH2:5][CH2:6][C@@H:7]3[C@@H:16]2[CH2:15][CH2:14][C@@:12]2([CH3:13])[C@H:8]3[CH2:9][CH2:10][C:11]2=[O:23])[CH2:3]1.[CH3:24][O:25][CH2:26]Cl.C(N(CC)C(C)C)(C)C.O, predict the reaction product. The product is: [CH3:22][O:21][CH2:20][C@@:17]12[C@@H:16]3[C@H:7]([C@H:8]4[C@@:12]([CH2:14][CH2:15]3)([CH3:13])[C:11](=[O:23])[CH2:10][CH2:9]4)[CH2:6][CH2:5][C@H:4]1[CH2:3][C@H:2]([O:1][CH2:24][O:25][CH3:26])[CH2:19][CH2:18]2. (6) Given the reactants C([O:5][C:6](=[O:24])[CH2:7][C:8]1[C:9]([CH3:23])=[N:10][N:11]([CH2:14][C:15]2[CH:20]=[CH:19][C:18]([C:21]#[CH:22])=[CH:17][CH:16]=2)[C:12]=1[CH3:13])(C)(C)C.[Cl:25][C:26]1[CH:27]=[CH:28][C:29](I)=[C:30]([NH2:32])[CH:31]=1.C(N(C(C)C)CC)(C)C, predict the reaction product. The product is: [Cl:25][C:26]1[CH:31]=[C:30]2[C:29]([CH:22]=[C:21]([C:18]3[CH:17]=[CH:16][C:15]([CH2:14][N:11]4[C:12]([CH3:13])=[C:8]([CH2:7][C:6]([OH:5])=[O:24])[C:9]([CH3:23])=[N:10]4)=[CH:20][CH:19]=3)[NH:32]2)=[CH:28][CH:27]=1.